From a dataset of Forward reaction prediction with 1.9M reactions from USPTO patents (1976-2016). Predict the product of the given reaction. (1) Given the reactants [O:1]=[C:2]([C:6]([CH2:25][O:26][Si](CC)(CC)CC)([CH2:16][O:17][Si](CC)(CC)CC)[CH2:7][O:8][Si](CC)(CC)CC)[CH2:3][C:4]#[N:5].[F-].C([N+](CCCC)(CCCC)CCCC)CCC.O, predict the reaction product. The product is: [OH:26][CH2:25][C:6]([CH2:7][OH:8])([CH2:16][OH:17])[C:2](=[O:1])[CH2:3][C:4]#[N:5]. (2) Given the reactants Br[CH2:2][C:3]1[N:7]([CH3:8])[N:6]([CH:9]2[CH2:14][CH2:13][CH2:12][CH2:11][CH2:10]2)[C:5](=[O:15])[C:4]=1[Cl:16].[Cl:17][C:18]1[CH:19]=[CH:20][C:21]([CH3:30])=[C:22]([N:24]2[CH2:29][CH2:28][NH:27][CH2:26][CH2:25]2)[CH:23]=1.C(=O)([O-])[O-].[K+].[K+], predict the reaction product. The product is: [Cl:16][C:4]1[C:5](=[O:15])[N:6]([CH:9]2[CH2:14][CH2:13][CH2:12][CH2:11][CH2:10]2)[N:7]([CH3:8])[C:3]=1[CH2:2][N:27]1[CH2:26][CH2:25][N:24]([C:22]2[CH:23]=[C:18]([Cl:17])[CH:19]=[CH:20][C:21]=2[CH3:30])[CH2:29][CH2:28]1. (3) Given the reactants [CH2:1]([N:8]1[CH2:12][CH2:11][CH:10]([O:13][C:14]2[CH:19]=[C:18]([F:20])[CH:17]=[CH:16][C:15]=2Br)[CH2:9]1)[C:2]1[CH:7]=[CH:6][CH:5]=[CH:4][CH:3]=1.[N:22]1[CH:27]=[CH:26][C:25](B(O)O)=[CH:24][CH:23]=1.C(=O)([O-])[O-].[K+].[K+].COCCOC, predict the reaction product. The product is: [CH2:1]([N:8]1[CH2:12][CH2:11][CH:10]([O:13][C:14]2[CH:19]=[C:18]([F:20])[CH:17]=[CH:16][C:15]=2[C:25]2[CH:26]=[CH:27][N:22]=[CH:23][CH:24]=2)[CH2:9]1)[C:2]1[CH:7]=[CH:6][CH:5]=[CH:4][CH:3]=1. (4) Given the reactants [CH:1]([CH:4](C(C)C)[C:5]([P:7](=[O:10])([O-:9])[O-:8])=[O:6])([CH3:3])[CH3:2].[Br-].[Li+:15], predict the reaction product. The product is: [CH:1]([CH2:4][C:5]([P:7](=[O:8])([O-:10])[O-:9])=[O:6])([CH3:3])[CH3:2].[Li+:15].[Li+:15]. (5) Given the reactants C(OC(=O)[NH:7][C:8]1[CH:13]=[C:12]([N:14]2[CH2:18][CH2:17][CH2:16][CH2:15]2)[C:11]([CH3:19])=[CH:10][C:9]=1[NH:20][C:21](=[O:37])[CH2:22][C:23]([C:25]1[CH:30]=[CH:29][CH:28]=[C:27]([C:31]2[O:35][N:34]=[C:33]([CH3:36])[CH:32]=2)[CH:26]=1)=O)(C)(C)C.C(O)(C(F)(F)F)=O, predict the reaction product. The product is: [CH3:19][C:11]1[C:12]([N:14]2[CH2:18][CH2:17][CH2:16][CH2:15]2)=[CH:13][C:8]2[N:7]=[C:23]([C:25]3[CH:30]=[CH:29][CH:28]=[C:27]([C:31]4[O:35][N:34]=[C:33]([CH3:36])[CH:32]=4)[CH:26]=3)[CH2:22][C:21](=[O:37])[NH:20][C:9]=2[CH:10]=1.